Dataset: Catalyst prediction with 721,799 reactions and 888 catalyst types from USPTO. Task: Predict which catalyst facilitates the given reaction. (1) Reactant: [CH:1]([N:4]1[C:8]([C:9]2[S:10][C:11]3[CH2:12][CH2:13][O:14][C:15]4[CH:22]=[C:21]([CH2:23][NH2:24])[CH:20]=[CH:19][C:16]=4[C:17]=3[N:18]=2)=[N:7][C:6]([CH3:25])=[N:5]1)([CH3:3])[CH3:2].C(N(CC)CC)C.[CH3:33][S:34](Cl)(=[O:36])=[O:35].O. Product: [CH:1]([N:4]1[C:8]([C:9]2[S:10][C:11]3[CH2:12][CH2:13][O:14][C:15]4[CH:22]=[C:21]([CH2:23][NH:24][S:34]([CH3:33])(=[O:36])=[O:35])[CH:20]=[CH:19][C:16]=4[C:17]=3[N:18]=2)=[N:7][C:6]([CH3:25])=[N:5]1)([CH3:3])[CH3:2]. The catalyst class is: 2. (2) Reactant: C([O-])([O-])=O.[K+].[K+].[CH3:7][O:8][C:9]1[CH:14]=[CH:13][C:12]([N+:15]([O-:17])=[O:16])=[C:11](F)[CH:10]=1.[C:19]([NH:26][CH2:27][CH2:28][NH2:29])([O:21][C:22]([CH3:25])([CH3:24])[CH3:23])=[O:20]. Product: [C:22]([O:21][C:19](=[O:20])[NH:26][CH2:27][CH2:28][NH:29][C:11]1[CH:10]=[C:9]([O:8][CH3:7])[CH:14]=[CH:13][C:12]=1[N+:15]([O-:17])=[O:16])([CH3:25])([CH3:23])[CH3:24]. The catalyst class is: 16. (3) Reactant: [Cl:1][C:2]1[CH:7]=[C:6]([CH:8](O)[CH3:9])[CH:5]=[CH:4][N:3]=1.CCN(S(F)(F)[F:17])CC. Product: [Cl:1][C:2]1[CH:7]=[C:6]([CH:8]([F:17])[CH3:9])[CH:5]=[CH:4][N:3]=1. The catalyst class is: 4.